This data is from Forward reaction prediction with 1.9M reactions from USPTO patents (1976-2016). The task is: Predict the product of the given reaction. (1) Given the reactants [C:1]([C:3]1[C:4]([S:25][CH2:26][C:27]([NH2:29])=[O:28])=[N:5][C:6]([NH:21][CH:22]2[CH2:24][CH2:23]2)=[N:7][C:8]=1[C:9]1[CH:14]=[CH:13][C:12]([C:15]([F:18])([F:17])[F:16])=[C:11]([O:19][CH3:20])[CH:10]=1)#[N:2].[Na].O.C(O)(=O)C, predict the reaction product. The product is: [NH2:2][C:1]1[C:3]2[C:8]([C:9]3[CH:14]=[CH:13][C:12]([C:15]([F:16])([F:18])[F:17])=[C:11]([O:19][CH3:20])[CH:10]=3)=[N:7][C:6]([NH:21][CH:22]3[CH2:24][CH2:23]3)=[N:5][C:4]=2[S:25][C:26]=1[C:27]([NH2:29])=[O:28]. (2) Given the reactants [NH2:1][NH:2][C:3]([C:5]1[N:10]=[CH:9][CH:8]=[CH:7][N:6]=1)=[NH:4].[OH:11][C:12]1[CH:19]=[CH:18][C:17]([CH3:20])=[CH:16][C:13]=1[CH:14]=O, predict the reaction product. The product is: [CH3:20][C:17]1[CH:18]=[CH:19][C:12]([OH:11])=[C:13]([C:14]2[NH:1][N:2]=[C:3]([C:5]3[N:10]=[CH:9][CH:8]=[CH:7][N:6]=3)[N:4]=2)[CH:16]=1. (3) Given the reactants [N:1]1([C:5]([C:7]2[S:15][C:14]3[C:9](=[N:10][CH:11]=[CH:12][C:13]=3Cl)[CH:8]=2)=[O:6])[CH2:4][CH2:3][CH2:2]1.[CH3:17][O:18][C:19](=[O:29])[CH2:20][C:21]1[CH:26]=[CH:25][C:24]([OH:27])=[CH:23][C:22]=1[Cl:28].C([O-])([O-])=O.[Cs+].[Cs+].CCOC(C)=O, predict the reaction product. The product is: [CH3:17][O:18][C:19](=[O:29])[CH2:20][C:21]1[CH:26]=[CH:25][C:24]([O:27][C:13]2[CH:12]=[CH:11][N:10]=[C:9]3[CH:8]=[C:7]([C:5]([N:1]4[CH2:4][CH2:3][CH2:2]4)=[O:6])[S:15][C:14]=23)=[CH:23][C:22]=1[Cl:28]. (4) Given the reactants [CH3:1][C:2]1[CH:10]=[CH:9][C:8]2[N:7]([CH2:11][CH:12]([C:14]3[CH:19]=[CH:18][N:17]=[CH:16][CH:15]=3)[OH:13])[C:6]3[CH2:20][CH2:21][NH:22][CH2:23][C:5]=3[C:4]=2[CH:3]=1.C(=O)([O-])[O-].[K+].[K+].Br[CH2:31][CH2:32][OH:33], predict the reaction product. The product is: [OH:33][CH2:32][CH2:31][N:22]1[CH2:21][CH2:20][C:6]2[N:7]([CH2:11][CH:12]([C:14]3[CH:19]=[CH:18][N:17]=[CH:16][CH:15]=3)[OH:13])[C:8]3[CH:9]=[CH:10][C:2]([CH3:1])=[CH:3][C:4]=3[C:5]=2[CH2:23]1. (5) Given the reactants [C:1]([O:8][CH2:9][CH3:10])(=[O:7])[C:2](OCC)=O.[CH3:11][O:12][CH2:13][C:14]([O:16]C)=O.[H-].[Na+].[O-]CC.[Na+].S(O)(O)(=O)=O.[CH3:29][S:30][C:31](=[NH:33])[NH2:32], predict the reaction product. The product is: [CH2:9]([O:8][C:1]([C:2]1[N:32]=[C:31]([S:30][CH3:29])[NH:33][C:14](=[O:16])[C:13]=1[O:12][CH3:11])=[O:7])[CH3:10].